Dataset: Full USPTO retrosynthesis dataset with 1.9M reactions from patents (1976-2016). Task: Predict the reactants needed to synthesize the given product. Given the product [Cl:1][C:2]1[N:3]([CH2:14][C@@H:15]2[CH2:16][O:17]2)[CH:4]=[C:5]([N+:7]([O-:9])=[O:8])[N:6]=1, predict the reactants needed to synthesize it. The reactants are: [Cl:1][C:2]1[NH:3][CH:4]=[C:5]([N+:7]([O-:9])=[O:8])[N:6]=1.S(C1C=CC(C)=CC=1)(O[CH2:14][C@@H:15]1[O:17][CH2:16]1)(=O)=O.C(=O)([O-])O.[Na+].